From a dataset of Peptide-MHC class I binding affinity with 185,985 pairs from IEDB/IMGT. Regression. Given a peptide amino acid sequence and an MHC pseudo amino acid sequence, predict their binding affinity value. This is MHC class I binding data. (1) The binding affinity (normalized) is 0. The MHC is HLA-A26:01 with pseudo-sequence HLA-A26:01. The peptide sequence is AFLIGANYL. (2) The peptide sequence is VLTSVDIET. The MHC is HLA-A02:01 with pseudo-sequence HLA-A02:01. The binding affinity (normalized) is 0.546.